From a dataset of Forward reaction prediction with 1.9M reactions from USPTO patents (1976-2016). Predict the product of the given reaction. (1) Given the reactants [C:1]([C:7]1[C:14]([C:15]([CH3:18])([CH3:17])[CH3:16])=[CH:13][C:10]([CH:11]=O)=[CH:9][C:8]=1[C:19]([CH3:22])([CH3:21])[CH3:20])(=[O:6])[CH2:2][CH2:3][CH2:4][CH3:5].[C:23]([NH:27][OH:28])([CH3:26])([CH3:25])[CH3:24].C1(C)C=CC(S(O)(=O)=O)=CC=1, predict the reaction product. The product is: [C:1]([C:7]1[C:14]([C:15]([CH3:18])([CH3:17])[CH3:16])=[CH:13][C:10]([CH:11]=[N+:27]([C:23]([CH3:26])([CH3:25])[CH3:24])[O-:28])=[CH:9][C:8]=1[C:19]([CH3:22])([CH3:21])[CH3:20])(=[O:6])[CH2:2][CH2:3][CH2:4][CH3:5]. (2) Given the reactants C[CH:2]1[CH2:7][CH2:6][CH:5]([CH:8]2[CH2:13][CH2:12][C:11](=[O:14])[CH2:10][CH2:9]2)[CH2:4][CH2:3]1.[CH2:15](C1CCC(C2CCC(=O)CC2)CC1)C, predict the reaction product. The product is: [CH2:5]([CH:8]1[CH2:9][CH2:10][C:11](=[O:14])[CH2:12][CH2:13]1)[CH2:6][CH2:7][CH2:2][CH2:3][CH2:4][CH3:15]. (3) Given the reactants [F:1][CH:2]([F:36])[C:3]([NH:5][CH2:6][C@@H:7]1[O:11][C:10](=[O:12])[N:9]([C:13]2[CH:18]=[CH:17][C:16]([N:19]3[CH2:24][CH2:23][N:22](C(OCC4C=CC=CC=4)=O)[CH2:21][CH2:20]3)=[C:15]([F:35])[CH:14]=2)[CH2:8]1)=[O:4].Cl, predict the reaction product. The product is: [F:36][CH:2]([F:1])[C:3]([NH:5][CH2:6][C@@H:7]1[O:11][C:10](=[O:12])[N:9]([C:13]2[CH:18]=[CH:17][C:16]([N:19]3[CH2:20][CH2:21][NH:22][CH2:23][CH2:24]3)=[C:15]([F:35])[CH:14]=2)[CH2:8]1)=[O:4]. (4) The product is: [CH3:25][O:24][C:17]1[CH:16]=[C:15]([N:11]2[CH2:12][CH2:13][CH:8]([N:5]3[CH2:6][CH2:7][N:2]([CH3:1])[CH2:3][CH2:4]3)[CH2:9][CH2:10]2)[CH:20]=[CH:19][C:18]=1[N+:21]([O-:23])=[O:22]. Given the reactants [CH3:1][N:2]1[CH2:7][CH2:6][N:5]([CH:8]2[CH2:13][CH2:12][NH:11][CH2:10][CH2:9]2)[CH2:4][CH2:3]1.F[C:15]1[CH:20]=[CH:19][C:18]([N+:21]([O-:23])=[O:22])=[C:17]([O:24][CH3:25])[CH:16]=1.C(=O)([O-])[O-].[K+].[K+], predict the reaction product.